The task is: Binary Classification. Given a miRNA mature sequence and a target amino acid sequence, predict their likelihood of interaction.. This data is from Experimentally validated miRNA-target interactions with 360,000+ pairs, plus equal number of negative samples. (1) The miRNA is hsa-miR-6830-3p with sequence UGUCUUUCUUCUCUCCCUUGCAG. The protein sequence of the target gene is MEFKLEAHRIVSISLGKIYNSRVQRGGIKLHKNLLVSLVLRSARQVYLSDPCPGLYLAGPAGTPAPPPQQQPGEPAAGPPAGWGEPPPPAARASWPETEPQPERSSVSDAPRVGDEVPVATVTGVGDVFQGGEADATEAAWSRVEGPRQAAAREAEGTAGGWGVFPEVSRAARRPCGCPLGGEDPPGTPAATPRAACCCAPQPAEDEPPAPPAVCPRKRCAAGVGGGPAGCPAPGSTPLKKPRRNLEQPPSGGEDDDAEEMETGNVANLISIFGSSFSGLLRKSPGGGREEEEGEESGPE.... Result: 1 (interaction). (2) The miRNA is hsa-miR-6765-5p with sequence GUGAGGCGGGGCCAGGAGGGUGUGU. The protein sequence of the target gene is MMGSWKHCLFSASLISALIFVFVYNTELWENKRFLRAALSNASLLAEACHQIFEGKVFYPTENALKTTLDEATCYEYMVRSHYVTETLSEEEAGFPLAYTVTIHKDFGTFERLFRAIYMPQNVYCVHLDQKATDAFKGAVKQLLSCFPNAFLASKKESVVYGGISRLQADLNCLEDLVASEVPWKYVINTCGQDFPLKTNREIVQYLKGFKGKNITPGVLPPDHAVGRTKYVHQELLNHKNSYVIKTTKLKTPPPHDMVIYFGTAYVALTRDFANFVLQDQLALDLLSWSKDTYSPDEHF.... Result: 0 (no interaction). (3) Result: 0 (no interaction). The miRNA is mmu-miR-1981-5p with sequence GUAAAGGCUGGGCUUAGACGUGGC. The protein sequence of the target gene is MKLLHVFLLFLCFHLRFCKVTYTSQEDLVEKKCLAKKYTHLSCDKVFCQPWQRCIEGTCVCKLPYQCPKNGTAVCATNRRSFPTYCQQKSLECLHPGTKFLNNGTCTAEGKFSVSLKHGNTDSEGIVEVKLVDQDKTMFICKSSWSMREANVACLDLGFQQGADTQRRFKLSDLSINSTECLHVHCRGLETSLAECTFTKRRTMGYQDFADVVCYTQKADSPMDDFFQCVNGKYISQMKACDGINDCGDQSDELCCKACQGKGFHCKSGVCIPSQYQCNGEVDCITGEDEVGCAGFASVT.... (4) The miRNA is hsa-miR-6848-3p with sequence GUGGUCUCUUGGCCCCCAG. The protein sequence of the target gene is MWPQPYLPPHPMMLEESRQNKLAAAKKKLKEYQQRKSPGIPAGAKTKKKKTDSSPETTTSGGCHSPGDSQYQELAVALESSSVTISQLNENIESLKQQKKQVEHQLEEAKKTNNEIHKAQMERLETINILTLEKADLKTTLYHTKRAARHFEEESKDLAGRLQYSLQRIQELERALCAVSTQQQEEDRSSSCREAVLQRWLQQTIKERALLNAHVTQVTESLKQVQLERDEYAKHIKGERARWQERMWKMSVEARTLKEEKKRDIHRIQELERSLSELKNQMAEPPSLAPPAVTSVVEQL.... Result: 0 (no interaction). (5) The miRNA is hsa-miR-1273c with sequence GGCGACAAAACGAGACCCUGUC. The protein sequence of the target gene is MGSWLSEVQWLFLVSLFVAALGTVGLYLAQWALAKARPPPRRRAEPDELRRRESDTLLSWILTRDSWGNQWQAAWVTALNYEAEKRGGPLRLSFQKDPRPQSLQLTVEKVSSVVKSTQEKVVICHVVGETLQFLVSAGPASATGSECQLYDVHLSPFHLKVEFHMEEKREDIQIRWSFTHVPETAIKIQPQAPGEKQALGVNMLSEALEDLFKHLVNAASPSVFLSTKPTQVKEAQSLQCPSSTAQEPCPPKPPRAHELKLQVKNIRVSLINHPGASGLSHVCVAQLNDPEQRFISTLVR.... Result: 0 (no interaction). (6) The miRNA is hsa-miR-1-3p with sequence UGGAAUGUAAAGAAGUAUGUAU. The protein sequence of the target gene is MYAVYKQAHPPTGLEFSMYCNFFNNSERNLVVAGTSQLYVYRLNRDAEALTKNDRSTEGKAHREKLELAASFSFFGNVMSMASVQLAGAKRDALLLSFKDAKLSVVEYDPGTHDLKTLSLHYFEEPELRDGFVQNVHTPRVRVDPDGRCAAMLVYGTRLVVLPFRRESLAEEHEGLVGEGQRSSFLPSYIIDVRALDEKLLNIIDLQFLHGYYEPTLLILFEPNQTWPGRVAVRQDTCSIVAISLNITQKVHPVIWSLTSLPFDCTQALAVPKPIGGVVVFAVNSLLYLNQSVPPYGVAL.... Result: 1 (interaction).